This data is from Full USPTO retrosynthesis dataset with 1.9M reactions from patents (1976-2016). The task is: Predict the reactants needed to synthesize the given product. Given the product [CH2:1]([N:3]([CH2:18][CH3:19])[C:4]([C:6]1[CH:15]=[CH:14][C:13]2[C:8](=[CH:9][CH:10]=[CH:11][CH:12]=2)[C:7]=1[C:24]1[CH:25]=[CH:26][C:21]([CH3:20])=[CH:22][CH:23]=1)=[O:5])[CH3:2], predict the reactants needed to synthesize it. The reactants are: [CH2:1]([N:3]([CH2:18][CH3:19])[C:4]([C:6]1[CH:15]=[CH:14][C:13]2[C:8](=[CH:9][CH:10]=[CH:11][CH:12]=2)[C:7]=1OC)=[O:5])[CH3:2].[CH3:20][C:21]1[CH:26]=[CH:25][C:24](B2OCC(C)(C)CO2)=[CH:23][CH:22]=1.